Dataset: Forward reaction prediction with 1.9M reactions from USPTO patents (1976-2016). Task: Predict the product of the given reaction. (1) Given the reactants [C:1]([O:5][C:6]([N:8]1[CH2:13][CH2:12][N:11]([C:14]2[N:19]=[C:18](Cl)[N:17]=[CH:16][N:15]=2)[CH2:10][CH2:9]1)=[O:7])([CH3:4])([CH3:3])[CH3:2].[CH3:21][C:22]1([CH3:41])[CH2:31][CH2:30][CH2:29][C:28]2[CH:27]=[C:26](B3OC(C)(C)C(C)(C)O3)[CH:25]=[CH:24][C:23]1=2, predict the reaction product. The product is: [C:1]([O:5][C:6]([N:8]1[CH2:13][CH2:12][N:11]([C:14]2[N:19]=[C:18]([C:26]3[CH:25]=[CH:24][C:23]4[C:22]([CH3:41])([CH3:21])[CH2:31][CH2:30][CH2:29][C:28]=4[CH:27]=3)[N:17]=[CH:16][N:15]=2)[CH2:10][CH2:9]1)=[O:7])([CH3:4])([CH3:3])[CH3:2]. (2) Given the reactants [Br:1][C:2]1[C:3]([CH2:20][N:21]2[CH2:26][CH2:25][O:24][CH2:23][CH2:22]2)=[CH:4][C:5]([O:11][CH2:12][C:13]2[CH:18]=[CH:17][C:16]([F:19])=[CH:15][CH:14]=2)=[C:6]([CH:10]=1)[C:7]([OH:9])=O.[CH3:27][C:28]1[C:32]([NH2:33])=[CH:31][O:30][N:29]=1.C(N(C(C)C)CC)(C)C.ON1C2N=CC=CC=2N=N1.C(Cl)CCl, predict the reaction product. The product is: [Br:1][C:2]1[C:3]([CH2:20][N:21]2[CH2:26][CH2:25][O:24][CH2:23][CH2:22]2)=[CH:4][C:5]([O:11][CH2:12][C:13]2[CH:14]=[CH:15][C:16]([F:19])=[CH:17][CH:18]=2)=[C:6]([CH:10]=1)[C:7]([NH:33][C:32]1[C:28]([CH3:27])=[N:29][O:30][CH:31]=1)=[O:9].